Predict the product of the given reaction. From a dataset of Forward reaction prediction with 1.9M reactions from USPTO patents (1976-2016). (1) Given the reactants [F:1][C:2]1[CH:7]=[CH:6][C:5](B(O)O)=[CH:4][C:3]=1[CH3:11].[NH:12]1[CH:16]=[N:15][C:14]([C:17]([O:19]C)=[O:18])=[N:13]1.ClC1C=C(N2C=NC(C(O)=O)=N2)C=CC=1, predict the reaction product. The product is: [F:1][C:2]1[CH:7]=[CH:6][C:5]([N:12]2[CH:16]=[N:15][C:14]([C:17]([OH:19])=[O:18])=[N:13]2)=[CH:4][C:3]=1[CH3:11]. (2) Given the reactants Br[C:2]1[CH:7]=[CH:6][C:5]([S:8]([N:11]2[CH2:14][CH:13]([OH:15])[CH2:12]2)(=[O:10])=[O:9])=[CH:4][CH:3]=1.[B:16]1([B:16]2[O:20][C:19]([CH3:22])([CH3:21])[C:18]([CH3:24])([CH3:23])[O:17]2)[O:20][C:19]([CH3:22])([CH3:21])[C:18]([CH3:24])([CH3:23])[O:17]1.C([O-])(=O)C.[K+], predict the reaction product. The product is: [CH3:23][C:18]1([CH3:24])[C:19]([CH3:22])([CH3:21])[O:20][B:16]([C:2]2[CH:7]=[CH:6][C:5]([S:8]([N:11]3[CH2:14][CH:13]([OH:15])[CH2:12]3)(=[O:10])=[O:9])=[CH:4][CH:3]=2)[O:17]1. (3) Given the reactants [Cl:1][C:2]1[CH:16]=[CH:15][C:5]([O:6][CH2:7][C:8]([O:10]C(C)(C)C)=[O:9])=[C:4]([C:17]2[CH:18]=[N:19][C:20](S(CCC)(=O)=O)=[N:21][CH:22]=2)[CH:3]=1.Cl.[CH3:30][NH2:31], predict the reaction product. The product is: [Cl:1][C:2]1[CH:16]=[CH:15][C:5]([O:6][CH2:7][C:8]([OH:10])=[O:9])=[C:4]([C:17]2[CH:22]=[N:21][C:20]([NH:31][CH3:30])=[N:19][CH:18]=2)[CH:3]=1. (4) Given the reactants [F:1][C:2]([F:15])([F:14])[S:3]([O:6]S(C(F)(F)F)(=O)=O)(=[O:5])=[O:4].C([C:19]1[C:27]2[C:22](=[CH:23][C:24](O)=[CH:25][CH:26]=2)[N:21](CC(N2C[C@H](F)C[C@H]2C(NCC2C=CC=C(Cl)C=2F)=O)=O)[CH:20]=1)(=O)C, predict the reaction product. The product is: [F:1][C:2]([F:15])([F:14])[S:3]([O:6][C:24]1[CH:23]=[C:22]2[C:27]([CH:19]=[CH:20][NH:21]2)=[CH:26][CH:25]=1)(=[O:5])=[O:4]. (5) Given the reactants F[P-](F)(F)(F)(F)F.N1(O[P+](N(C)C)(N(C)C)N(C)C)C2C=CC=CC=2N=N1.[Cl-].[NH2:29][C:30]1[CH:38]=[C:37]2[C:33]([CH:34]=[C:35]([C:46]([O:48][CH2:49][CH3:50])=[O:47])[N:36]2[C:39]([O:41][C:42]([CH3:45])([CH3:44])[CH3:43])=[O:40])=[CH:32][CH:31]=1.[CH3:51][C:52]([O:55][CH2:56][CH2:57][C:58](O)=[O:59])([CH3:54])[CH3:53].C(N(C(C)C)CC)(C)C, predict the reaction product. The product is: [CH3:51][C:52]([O:55][CH2:56][CH2:57][C:58]([NH:29][C:30]1[CH:38]=[C:37]2[C:33]([CH:34]=[C:35]([C:46]([O:48][CH2:49][CH3:50])=[O:47])[N:36]2[C:39]([O:41][C:42]([CH3:45])([CH3:44])[CH3:43])=[O:40])=[CH:32][CH:31]=1)=[O:59])([CH3:54])[CH3:53]. (6) Given the reactants [C:1]([O:5][C:6]([N:8]1[CH2:20][C@@H:19]([CH3:21])[N:18]2[C@H:10]([CH2:11][C:12]3[C:17]2=[N:16][C:15]([CH:22]([C:27]([CH3:32])([CH3:31])[CH:28]([CH3:30])[CH3:29])[O:23][SiH:24]([CH3:26])[CH3:25])=[C:14]([CH:33](O)[CH2:34][O:35][Si:36]([C:39]([CH3:42])([CH3:41])[CH3:40])([CH3:38])[CH3:37])[CH:13]=3)[CH2:9]1)=[O:7])([CH3:4])([CH3:3])[CH3:2].CCN(C(C)C)C(C)C.CS(Cl)(=O)=O, predict the reaction product. The product is: [C:1]([O:5][C:6]([N:8]1[CH2:20][C@@H:19]([CH3:21])[N:18]2[C@H:10]([CH2:11][C:12]3[C:17]2=[N:16][C:15]([CH:22]([C:27]([CH3:31])([CH3:32])[CH:28]([CH3:29])[CH3:30])[O:23][SiH:24]([CH3:25])[CH3:26])=[C:14]([CH:33]=[CH:34][O:35][Si:36]([C:39]([CH3:42])([CH3:41])[CH3:40])([CH3:37])[CH3:38])[CH:13]=3)[CH2:9]1)=[O:7])([CH3:4])([CH3:2])[CH3:3]. (7) Given the reactants [Cl:1][C:2]1[CH:9]=[CH:8][CH:7]=[C:6](F)[C:3]=1[C:4]#[N:5].C(OC([N:18]1[CH2:23][CH2:22][CH:21]([OH:24])[CH2:20][CH2:19]1)=O)(C)(C)C, predict the reaction product. The product is: [ClH:1].[Cl:1][C:2]1[CH:9]=[CH:8][CH:7]=[C:6]([O:24][CH:21]2[CH2:22][CH2:23][NH:18][CH2:19][CH2:20]2)[C:3]=1[C:4]#[N:5]. (8) Given the reactants [H-].[Al+3].[Li+].[H-].[H-].[H-].[CH3:7][O:8][C:9]1[CH:10]=[C:11]2[C:16](=[CH:17][CH:18]=1)[CH2:15][N:14]([C:19]([O:21][C:22]([CH3:25])([CH3:24])[CH3:23])=[O:20])[CH2:13][CH:12]2[C:26](OC)=[O:27].[OH-].[Na+], predict the reaction product. The product is: [OH:27][CH2:26][CH:12]1[C:11]2[C:16](=[CH:17][CH:18]=[C:9]([O:8][CH3:7])[CH:10]=2)[CH2:15][N:14]([C:19]([O:21][C:22]([CH3:25])([CH3:24])[CH3:23])=[O:20])[CH2:13]1. (9) Given the reactants [CH3:1][C:2]1([C:23]([O:25][CH2:26][CH3:27])=[O:24])[CH2:7][CH2:6][N:5]([C:8]2[N:13]=[CH:12][C:11](B3OC(C)(C)C(C)(C)O3)=[CH:10][N:9]=2)[CH2:4][CH2:3]1.Cl[C:29]1[CH:34]=[C:33]([N:35]2[CH:39]=[CH:38][CH:37]=[N:36]2)[N:32]2[N:40]=[C:41]([NH2:43])[N:42]=[C:31]2[CH:30]=1.C(=O)([O-])[O-].[Cs+].[Cs+], predict the reaction product. The product is: [NH2:43][C:41]1[N:42]=[C:31]2[CH:30]=[C:29]([C:11]3[CH:12]=[N:13][C:8]([N:5]4[CH2:4][CH2:3][C:2]([CH3:1])([C:23]([O:25][CH2:26][CH3:27])=[O:24])[CH2:7][CH2:6]4)=[N:9][CH:10]=3)[CH:34]=[C:33]([N:35]3[CH:39]=[CH:38][CH:37]=[N:36]3)[N:32]2[N:40]=1.